Dataset: Reaction yield outcomes from USPTO patents with 853,638 reactions. Task: Predict the reaction yield, written as a fraction of the theoretical maximum amount of product (1.0 means a 100% yield; for example, 0.34 means a 34% yield). (1) The reactants are [CH3:1][O:2][C:3]1[CH:4]=[C:5]2[C:10](=[CH:11][CH:12]=1)[N:9]=[C:8]([NH:13][CH3:14])[C:7]([CH:15]=[O:16])=[CH:6]2. The catalyst is C1COCC1. The product is [CH3:1][O:2][C:3]1[CH:4]=[C:5]2[C:10](=[CH:11][CH:12]=1)[N:9]=[C:8]([NH:13][CH3:14])[C:7]([CH2:15][OH:16])=[CH:6]2. The yield is 0.890. (2) The reactants are [NH2:1][C:2]1[CH:7]=[CH:6][C:5]([C:8]2[C:16]3[C:15]([NH2:17])=[N:14][CH:13]=[N:12][C:11]=3[S:10][C:9]=2[CH3:18])=[CH:4][C:3]=1[O:19][CH3:20].Cl[C:22]1[CH:31]=[CH:30][C:29]2[C:24](=[CH:25][CH:26]=[CH:27][CH:28]=2)[N:23]=1. No catalyst specified. The product is [NH2:17][C:15]1[C:16]2[C:8]([C:5]3[CH:6]=[CH:7][C:2]([NH:1][C:22]4[CH:31]=[CH:30][C:29]5[C:24](=[CH:25][CH:26]=[CH:27][CH:28]=5)[N:23]=4)=[C:3]([O:19][CH3:20])[CH:4]=3)=[C:9]([CH3:18])[S:10][C:11]=2[N:12]=[CH:13][N:14]=1. The yield is 0.0500. (3) The reactants are C1CN([P+]([O:17][N:18]2[N:26]=[N:25][C:20]3[CH:21]=[CH:22][CH:23]=[CH:24][C:19]2=3)(N2CCCC2)N2CCCC2)CC1.F[P-](F)(F)(F)(F)F.C1CC[N:42]2[C:37](=[N:38][CH2:39][CH2:40][CH2:41]2)CC1. The catalyst is C(#N)C. The product is [N:18]1([O:17][C:39]2[C:40]3[N:18]=[CH:19][CH:20]=[CH:21][C:41]=3[N:42]=[CH:37][N:38]=2)[C:19]2[CH:24]=[CH:23][CH:22]=[CH:21][C:20]=2[N:25]=[N:26]1. The yield is 0.750. (4) The yield is 0.630. No catalyst specified. The reactants are [C:1]([O:5][C:6]([N:8]1[C:17]2[C:12](=[CH:13][C:14]([OH:18])=[CH:15][CH:16]=2)[CH2:11][CH2:10][CH2:9]1)=[O:7])([CH3:4])([CH3:3])[CH3:2].CC(C)=O.[Br:23][CH2:24][CH2:25][CH2:26][CH2:27]Br. The product is [C:1]([O:5][C:6]([N:8]1[C:17]2[C:12](=[CH:13][C:14]([O:18][CH2:27][CH2:26][CH2:25][CH2:24][Br:23])=[CH:15][CH:16]=2)[CH2:11][CH2:10][CH2:9]1)=[O:7])([CH3:4])([CH3:2])[CH3:3]. (5) The reactants are [OH-].[K+].Br[CH2:4][C:5]1[CH:29]=[CH:28][C:8]([C:9]([N:11]([C:24]([CH3:27])([CH3:26])[CH3:25])[NH:12][C:13](=[O:23])[C:14]2[CH:19]=[CH:18][CH:17]=[C:16]([O:20][CH3:21])[C:15]=2[CH3:22])=[O:10])=[CH:7][C:6]=1[B:30]1[O:34]C(C)(C)C(C)(C)[O:31]1.B1OC=CC=1.Cl. The catalyst is O. The product is [C:24]([N:11]([C:9]([C:8]1[CH:28]=[CH:29][C:5]2[CH2:4][O:31][B:30]([OH:34])[C:6]=2[CH:7]=1)=[O:10])[NH:12][C:13](=[O:23])[C:14]1[CH:19]=[CH:18][CH:17]=[C:16]([O:20][CH3:21])[C:15]=1[CH3:22])([CH3:25])([CH3:26])[CH3:27]. The yield is 0.615.